This data is from Full USPTO retrosynthesis dataset with 1.9M reactions from patents (1976-2016). The task is: Predict the reactants needed to synthesize the given product. (1) The reactants are: C([C:3]1[CH:4]=[CH:5][CH:6]=[C:7]2[C:12]=1[N:11]=[C:10]([C:13]1([C:16]3[CH:21]=[CH:20][CH:19]=[CH:18][CH:17]=3)[CH2:15][CH2:14]1)[C:9]([OH:22])=[C:8]2[C:23]([OH:25])=[O:24])C.[F:26][C:27]([F:41])([F:40])[O:28]C1C=C2C(=CC=1)NC(=O)C2=O.[OH-].[Na+]. Given the product [OH:22][C:9]1[C:10]([C:13]2([C:16]3[CH:21]=[CH:20][C:19]([C:27]([F:41])([F:40])[F:26])=[CH:18][CH:17]=3)[CH2:15][CH2:14]2)=[N:11][C:12]2[C:7]([C:8]=1[C:23]([OH:25])=[O:24])=[CH:6][C:5]([O:28][C:27]([F:41])([F:40])[F:26])=[CH:4][CH:3]=2, predict the reactants needed to synthesize it. (2) Given the product [CH3:42][C:32]1[CH:37]=[CH:36][C:35]([S:38]([O:1][CH2:2][CH2:3][CH2:4][NH:5][C:6]2[CH:13]=[CH:12][C:9]([C:10]#[N:11])=[CH:8][CH:7]=2)(=[O:40])=[O:39])=[CH:34][CH:33]=1, predict the reactants needed to synthesize it. The reactants are: [OH:1][CH2:2][CH2:3][CH2:4][NH:5][C:6]1[CH:13]=[CH:12][C:9]([C:10]#[N:11])=[CH:8][CH:7]=1.C1CCC(=C(F)CNCC2C=CC(F)=CC=2)CC1.[C:32]1([CH3:42])[CH:37]=[CH:36][C:35]([S:38](Cl)(=[O:40])=[O:39])=[CH:34][CH:33]=1. (3) Given the product [ClH:2].[Cl:2][C:3]1[CH:25]=[CH:24][C:6]2[N:7]([C@@H:12]3[CH2:16][CH2:15][NH:14][CH2:13]3)[C:8]([CH2:10][Cl:11])=[N:9][C:5]=2[CH:4]=1, predict the reactants needed to synthesize it. The reactants are: Cl.[Cl:2][C:3]1[CH:25]=[CH:24][C:6]2[N:7]([C@@H:12]3[CH2:16][CH2:15][N:14](C(OC(C)(C)C)=O)[CH2:13]3)[C:8]([CH2:10][Cl:11])=[N:9][C:5]=2[CH:4]=1. (4) Given the product [F:24][C:25]1[CH:32]=[CH:31][CH:30]=[CH:29][C:26]=1[CH2:27][N:2]1[CH2:7][CH2:6][CH2:5][CH:4]([C:8]2[CH:9]=[CH:10][C:11]([O:12][C:13]3[CH:21]=[CH:20][C:16]([C:17]([NH2:19])=[O:18])=[CH:15][N:14]=3)=[CH:22][CH:23]=2)[CH2:3]1, predict the reactants needed to synthesize it. The reactants are: Cl.[NH:2]1[CH2:7][CH2:6][CH2:5][CH:4]([C:8]2[CH:23]=[CH:22][C:11]([O:12][C:13]3[CH:21]=[CH:20][C:16]([C:17]([NH2:19])=[O:18])=[CH:15][N:14]=3)=[CH:10][CH:9]=2)[CH2:3]1.[F:24][C:25]1[CH:32]=[CH:31][CH:30]=[CH:29][C:26]=1[CH:27]=O.[BH4-].[Na+]. (5) Given the product [CH2:1]([N:8]1[CH2:13][CH2:12][CH:11]([C:14]([NH:16][C:17]2[CH:22]=[CH:21][C:20]([CH2:23][NH:24][C:25]3[C:34]4[C:29](=[CH:30][CH:31]=[C:32]([I:35])[CH:33]=4)[N:28]=[C:27]([N:38]([CH3:39])[CH3:37])[N:26]=3)=[CH:19][CH:18]=2)=[O:15])[CH2:10][CH2:9]1)[C:2]1[CH:7]=[CH:6][CH:5]=[CH:4][CH:3]=1, predict the reactants needed to synthesize it. The reactants are: [CH2:1]([N:8]1[CH2:13][CH2:12][CH:11]([C:14]([NH:16][C:17]2[CH:22]=[CH:21][C:20]([CH2:23][NH:24][C:25]3[C:34]4[C:29](=[CH:30][CH:31]=[C:32]([I:35])[CH:33]=4)[N:28]=[C:27](Cl)[N:26]=3)=[CH:19][CH:18]=2)=[O:15])[CH2:10][CH2:9]1)[C:2]1[CH:7]=[CH:6][CH:5]=[CH:4][CH:3]=1.[CH3:37][NH:38][CH3:39]. (6) Given the product [O:9]1[C:8]2=[C:25]3[C:4](=[CH:5][CH:6]=[C:7]2[O:12][CH2:11][CH:10]1[CH2:13][O:14][S:15]([C:18]1[CH:19]=[CH:20][C:21]([CH3:24])=[CH:22][CH:23]=1)(=[O:16])=[O:17])[NH:1][CH:27]=[CH:26]3, predict the reactants needed to synthesize it. The reactants are: [N+:1]([C:4]1[CH:5]=[CH:6][C:7]2[O:12][CH2:11][C@H:10]([CH2:13][O:14][S:15]([C:18]3[CH:23]=[CH:22][C:21]([CH3:24])=[CH:20][CH:19]=3)(=[O:17])=[O:16])[O:9][C:8]=2[C:25]=1[CH2:26][CH:27]=O)([O-])=O.[H][H]. (7) Given the product [CH2:10]([N:6]1[C:5]([Br:7])=[N:4][N:3]=[C:2]1[Br:1])[C:11]1[CH:16]=[CH:15][CH:14]=[CH:13][CH:12]=1, predict the reactants needed to synthesize it. The reactants are: [Br:1][C:2]1[NH:6][C:5]([Br:7])=[N:4][N:3]=1.[H-].[Na+].[CH2:10](Br)[C:11]1[CH:16]=[CH:15][CH:14]=[CH:13][CH:12]=1. (8) Given the product [OH:1][CH:2]([C:6]1[CH:11]=[CH:10][C:9]([C:12]2[N:16]=[C:15]([C:17]3[O:21][N:20]=[C:19]([C:22]4[CH:27]=[CH:26][CH:25]=[CH:24][CH:23]=4)[C:18]=3[C:28]([F:29])([F:30])[F:31])[O:14][N:13]=2)=[CH:8][CH:7]=1)[C:3]([NH:33][CH3:32])=[O:5], predict the reactants needed to synthesize it. The reactants are: [OH:1][CH:2]([C:6]1[CH:11]=[CH:10][C:9]([C:12]2[N:16]=[C:15]([C:17]3[O:21][N:20]=[C:19]([C:22]4[CH:27]=[CH:26][CH:25]=[CH:24][CH:23]=4)[C:18]=3[C:28]([F:31])([F:30])[F:29])[O:14][N:13]=2)=[CH:8][CH:7]=1)[C:3]([OH:5])=O.[CH3:32][N:33]1CCOCC1.Cl.CN.CN(C(ON1N=NC2C=CC=NC1=2)=[N+](C)C)C.F[P-](F)(F)(F)(F)F.